From a dataset of Full USPTO retrosynthesis dataset with 1.9M reactions from patents (1976-2016). Predict the reactants needed to synthesize the given product. (1) Given the product [F:38][C:39]([F:44])([F:43])[C:40]([O-:42])=[O:41].[F:28][C:22]1[CH:23]=[C:24]([F:27])[CH:25]=[CH:26][C:21]=1[NH:20][C:18]([NH:17][CH:14]1[CH2:15][CH2:16][CH:11]([C@H:9]([CH3:10])[C@H:8]([NH3+:7])[C:29]([N:31]2[CH2:35][CH2:34][C@H:33]([F:36])[CH2:32]2)=[O:30])[CH2:12][CH2:13]1)=[O:19], predict the reactants needed to synthesize it. The reactants are: C(OC(=O)[NH:7][C@H:8]([C:29]([N:31]1[CH2:35][CH2:34][C@H:33]([F:36])[CH2:32]1)=[O:30])[C@H:9]([CH:11]1[CH2:16][CH2:15][CH:14]([NH:17][C:18]([NH:20][C:21]2[CH:26]=[CH:25][C:24]([F:27])=[CH:23][C:22]=2[F:28])=[O:19])[CH2:13][CH2:12]1)[CH3:10])(C)(C)C.[F:38][C:39]([F:44])([F:43])[C:40]([OH:42])=[O:41]. (2) Given the product [N:15]1[CH:16]=[CH:17][CH:18]=[CH:19][C:14]=1[C:12](=[O:11])[CH2:1][C:2](=[O:3])[CH3:4], predict the reactants needed to synthesize it. The reactants are: [CH3:1][C:2]([CH3:4])=[O:3].C([O-])C.[Na+].C([O:11][C:12]([C:14]1[CH:19]=[CH:18][CH:17]=[CH:16][N:15]=1)=O)C. (3) Given the product [Br:42][C:40]1[CH:39]=[CH:38][C:37]([Cl:43])=[C:36]([CH2:34][C:31]2[CH:32]=[N:33][C:28]([C:22]3[CH:27]=[CH:26][CH:25]=[CH:24][CH:23]=3)=[CH:29][CH:30]=2)[CH:41]=1, predict the reactants needed to synthesize it. The reactants are: C([Sn](CCCC)(CCCC)C1C=CC(CC)=CC=1)CCC.[C:22]1([C:28]2[N:33]=[CH:32][C:31]([C:34]([C:36]3[CH:41]=[C:40]([Br:42])[CH:39]=[CH:38][C:37]=3[Cl:43])=O)=[CH:30][CH:29]=2)[CH:27]=[CH:26][CH:25]=[CH:24][CH:23]=1. (4) Given the product [CH:1]1[C:20]2[C:15](=[CH:16][CH:17]=[CH:18][CH:19]=2)[CH:10]=[C:3]([NH:5][C:6](=[O:8])[O:9][CH2:22][CH2:21][CH3:23])[N:2]=1, predict the reactants needed to synthesize it. The reactants are: [CH3:1][NH:2][C:3]([NH2:5])=O.[C:6]([OH:9])(=[O:8])C.[C:10](O)(=O)C.I[C:15]1[CH:20]=[CH:19][CH:18]=[CH:17][CH:16]=1.[C:21](OC)(C)([CH3:23])[CH3:22]. (5) Given the product [C:22]1([C:2]2[C:8]3[CH:9]=[CH:10][CH:11]=[CH:12][C:7]=3[O:6][C:5]3[CH:13]=[CH:14][CH:15]=[CH:16][C:4]=3[N:3]=2)[CH:27]=[CH:26][CH:25]=[CH:24][CH:23]=1, predict the reactants needed to synthesize it. The reactants are: Cl[C:2]1[C:8]2[CH:9]=[CH:10][CH:11]=[CH:12][C:7]=2[O:6][C:5]2[CH:13]=[CH:14][CH:15]=[CH:16][C:4]=2[N:3]=1.C1COCC1.[C:22]1([Mg]Br)[CH:27]=[CH:26][CH:25]=[CH:24][CH:23]=1. (6) Given the product [C:11]([O:15][C:16](=[O:44])[NH:17][C:18](=[NH:19])[C:20]1[S:21][C:22]([S:42][CH3:43])=[C:23]([S:25]([C:28]2[CH:29]=[C:30]([C:34]3[C:39]([CH3:40])=[CH:38][CH:37]=[CH:36][C:35]=3[NH:41][C:8](=[O:9])[CH2:7][CH2:6][CH2:5][S:2]([CH3:1])(=[O:4])=[O:3])[CH:31]=[CH:32][CH:33]=2)(=[O:26])=[O:27])[CH:24]=1)([CH3:12])([CH3:14])[CH3:13], predict the reactants needed to synthesize it. The reactants are: [CH3:1][S:2]([CH2:5][CH2:6][CH2:7][C:8](Cl)=[O:9])(=[O:4])=[O:3].[C:11]([O:15][C:16](=[O:44])[NH:17][C:18]([C:20]1[S:21][C:22]([S:42][CH3:43])=[C:23]([S:25]([C:28]2[CH:29]=[C:30]([C:34]3[C:39]([CH3:40])=[CH:38][CH:37]=[CH:36][C:35]=3[NH2:41])[CH:31]=[CH:32][CH:33]=2)(=[O:27])=[O:26])[CH:24]=1)=[NH:19])([CH3:14])([CH3:13])[CH3:12].C(N(CC)CC)C. (7) The reactants are: [NH2:1][C:2]1[C:3]([C:12]([C:14]2[CH:15]=[N:16][C:17]([C:20]([F:23])([F:22])[F:21])=[CH:18][CH:19]=2)=O)=[CH:4][CH:5]=[C:6]2[C:11]=1[N:10]=[CH:9][CH:8]=[CH:7]2.[CH3:24][NH:25][S:26](Cl)(=[O:28])=[O:27].[BH4-].[Na+]. Given the product [CH3:24][N:25]1[S:26](=[O:28])(=[O:27])[NH:1][C:2]2[C:11]3[C:6](=[CH:7][CH:8]=[CH:9][N:10]=3)[CH:5]=[CH:4][C:3]=2[CH:12]1[C:14]1[CH:15]=[N:16][C:17]([C:20]([F:23])([F:22])[F:21])=[CH:18][CH:19]=1, predict the reactants needed to synthesize it.